From a dataset of Catalyst prediction with 721,799 reactions and 888 catalyst types from USPTO. Predict which catalyst facilitates the given reaction. Reactant: C[O:2][C:3](=[O:15])[CH2:4][O:5][C:6]1[CH:11]=[CH:10][C:9]([N+:12]([O-:14])=[O:13])=[CH:8][CH:7]=1. Product: [N+:12]([C:9]1[CH:8]=[CH:7][C:6]([O:5][CH2:4][C:3]([OH:15])=[O:2])=[CH:11][CH:10]=1)([O-:14])=[O:13]. The catalyst class is: 33.